This data is from Peptide-MHC class II binding affinity with 134,281 pairs from IEDB. The task is: Regression. Given a peptide amino acid sequence and an MHC pseudo amino acid sequence, predict their binding affinity value. This is MHC class II binding data. (1) The peptide sequence is HRDNIEDDLLNRNNT. The MHC is DRB1_0301 with pseudo-sequence DRB1_0301. The binding affinity (normalized) is 0.280. (2) The MHC is HLA-DPA10103-DPB10301 with pseudo-sequence HLA-DPA10103-DPB10301. The binding affinity (normalized) is 0.793. The peptide sequence is AFKVAATAANAAPPN. (3) The peptide sequence is ADVILPIGTRSVETD. The MHC is HLA-DQA10201-DQB10303 with pseudo-sequence HLA-DQA10201-DQB10303. The binding affinity (normalized) is 0.439. (4) The peptide sequence is ISFCNANPGLMKDVA. The MHC is HLA-DPA10201-DPB10101 with pseudo-sequence HLA-DPA10201-DPB10101. The binding affinity (normalized) is 0.230. (5) The peptide sequence is EVKSFQWTQALRREL. The MHC is DRB1_0401 with pseudo-sequence DRB1_0401. The binding affinity (normalized) is 0.643. (6) The peptide sequence is EKKYFAQTQFEPLAA. The MHC is DRB1_1602 with pseudo-sequence DRB1_1602. The binding affinity (normalized) is 0.562. (7) The peptide sequence is ELYKYKVVKIEPLGV. The MHC is DRB1_0101 with pseudo-sequence DRB1_0101. The binding affinity (normalized) is 0.570. (8) The peptide sequence is SRRSRRAIDLPTHEN. The MHC is DRB3_0101 with pseudo-sequence DRB3_0101. The binding affinity (normalized) is 0.